Dataset: Full USPTO retrosynthesis dataset with 1.9M reactions from patents (1976-2016). Task: Predict the reactants needed to synthesize the given product. (1) Given the product [CH2:15]([O:14][C:12]([N:7]1[C@H:8]([CH3:11])[CH2:9][CH2:10][C@H:5]([C:3]([OH:4])=[O:2])[CH2:6]1)=[O:13])[C:16]1[CH:17]=[CH:18][CH:19]=[CH:20][CH:21]=1, predict the reactants needed to synthesize it. The reactants are: C[O:2][C:3]([C@H:5]1[CH2:10][CH2:9][C@@H:8]([CH3:11])[N:7]([C:12]([O:14][CH2:15][C:16]2[CH:21]=[CH:20][CH:19]=[CH:18][CH:17]=2)=[O:13])[CH2:6]1)=[O:4].[OH-].[Na+]. (2) Given the product [Cl:12][C:13]1[C:18]([NH:19][C:7](=[O:8])[C:6]2[CH:10]=[CH:11][C:3]([O:2][CH3:1])=[CH:4][CH:5]=2)=[CH:17][CH:16]=[C:15]([Cl:20])[N:14]=1, predict the reactants needed to synthesize it. The reactants are: [CH3:1][O:2][C:3]1[CH:11]=[CH:10][C:6]([C:7](Cl)=[O:8])=[CH:5][CH:4]=1.[Cl:12][C:13]1[C:18]([NH2:19])=[CH:17][CH:16]=[C:15]([Cl:20])[N:14]=1. (3) Given the product [NH2:18][C:9]1[C:8]2[N:7]=[C:6]([CH2:19][O:20][CH2:21][CH3:22])[N:5]([O:4][CH2:3][CH2:2][NH:1][C:33](=[O:34])[CH2:32][CH2:31][SH:30])[C:17]=2[C:16]2[CH:15]=[CH:14][CH:13]=[CH:12][C:11]=2[N:10]=1, predict the reactants needed to synthesize it. The reactants are: [NH2:1][CH2:2][CH2:3][O:4][N:5]1[C:17]2[C:16]3[CH:15]=[CH:14][CH:13]=[CH:12][C:11]=3[N:10]=[C:9]([NH2:18])[C:8]=2[N:7]=[C:6]1[CH2:19][O:20][CH2:21][CH3:22].C1(C(C2C=CC=CC=2)(C2C=CC=CC=2)[S:30][CH2:31][CH2:32][C:33](ON2C(=O)CCC2=O)=[O:34])C=CC=CC=1.CO. (4) Given the product [CH:9]1([C:12]2[N:16]([CH3:17])[C:15]3[CH:18]=[C:19]([N:22]4[CH:27]=[CH:26][C:25]([O:8][CH2:7][C:4]5[CH:3]=[C:2]([CH3:1])[S:6][CH:5]=5)=[CH:24][C:23]4=[O:29])[CH:20]=[CH:21][C:14]=3[N:13]=2)[CH2:10][CH2:11]1.[CH:9]1([C:12]2[N:16]([CH3:17])[C:15]3[CH:18]=[C:19]([N:22]4[CH:27]=[CH:26][C:25]([O:28][CH2:7][C:4]5[CH:3]=[CH:2][S:6][C:5]=5[CH3:30])=[CH:24][C:23]4=[O:29])[CH:20]=[CH:21][C:14]=3[N:13]=2)[CH2:10][CH2:11]1, predict the reactants needed to synthesize it. The reactants are: [CH3:1][C:2]1[S:6][CH:5]=[C:4]([CH2:7][OH:8])[CH:3]=1.[CH:9]1([C:12]2[N:16]([CH3:17])[C:15]3[CH:18]=[C:19]([N:22]4[CH:27]=[CH:26][C:25]([OH:28])=[CH:24][C:23]4=[O:29])[CH:20]=[CH:21][C:14]=3[N:13]=2)[CH2:11][CH2:10]1.[CH2:30](P(CCCC)CCCC)CCC.N(C(N1CCCCC1)=O)=NC(N1CCCCC1)=O. (5) Given the product [CH:16]1([CH2:15][N:12]2[CH:13]=[CH:14][C:9]([OH:8])=[CH:10][C:11]2=[O:19])[CH2:17][CH2:18]1, predict the reactants needed to synthesize it. The reactants are: C([O:8][C:9]1[CH:14]=[CH:13][N:12]([CH2:15][CH:16]2[CH2:18][CH2:17]2)[C:11](=[O:19])[CH:10]=1)C1C=CC=CC=1. (6) Given the product [N+:12]([C:4]1[C:5]2[C:10](=[CH:9][N:8]=[CH:7][CH:6]=2)[N+:1]([O-:11])=[CH:2][CH:3]=1)([O-:14])=[O:13], predict the reactants needed to synthesize it. The reactants are: [N+:1]1([O-:11])[C:10]2[C:5](=[CH:6][CH:7]=[N:8][CH:9]=2)[CH:4]=[CH:3][CH:2]=1.[N+:12]([O-])([OH:14])=[O:13]. (7) Given the product [Br:1][C:2]1[CH:3]=[C:4]([O:8][CH3:9])[CH:5]=[CH:6][C:7]=1[C:10](=[O:13])[CH2:11][CH3:12], predict the reactants needed to synthesize it. The reactants are: [Br:1][C:2]1[CH:3]=[C:4]([O:8][CH3:9])[CH:5]=[CH:6][CH:7]=1.[C:10](Cl)(=[O:13])[CH2:11][CH3:12]. (8) Given the product [CH3:1][C:2]1([CH3:8])[N:6]2[C:10]([CH:11]=[O:12])=[CH:13][N:7]=[C:5]2[CH2:4][CH2:3]1, predict the reactants needed to synthesize it. The reactants are: [CH3:1][C:2]1([CH3:8])[NH:6][C:5](=[NH:7])[CH2:4][CH2:3]1.Br[C:10](=[CH:13]OC(C)C)[CH:11]=[O:12].C1(N2C(C=O)=CN=C2C)CC1.